This data is from Peptide-MHC class I binding affinity with 185,985 pairs from IEDB/IMGT. The task is: Regression. Given a peptide amino acid sequence and an MHC pseudo amino acid sequence, predict their binding affinity value. This is MHC class I binding data. (1) The peptide sequence is VMAPDAVRI. The MHC is HLA-E01:03 with pseudo-sequence HLA-E01:03. The binding affinity (normalized) is 0.0442. (2) The binding affinity (normalized) is 0.0847. The peptide sequence is IKWLWKANK. The MHC is HLA-A11:01 with pseudo-sequence HLA-A11:01. (3) The peptide sequence is AALNNADVL. The MHC is H-2-Kb with pseudo-sequence H-2-Kb. The binding affinity (normalized) is 0.339. (4) The peptide sequence is MLLGELLTF. The MHC is HLA-B51:01 with pseudo-sequence HLA-B51:01. The binding affinity (normalized) is 0.0847. (5) The peptide sequence is KSTDVAKTF. The MHC is Patr-B0101 with pseudo-sequence Patr-B0101. The binding affinity (normalized) is 0.378.